The task is: Predict the reaction yield, written as a fraction of the theoretical maximum amount of product (1.0 means a 100% yield; for example, 0.34 means a 34% yield).. This data is from Reaction yield outcomes from USPTO patents with 853,638 reactions. (1) The reactants are Br[C:2]1[CH:35]=[CH:34][C:5]([CH2:6][CH2:7][NH:8][C:9]([C:11]2[CH:33]=[CH:32][C:14]([O:15][C:16]3[CH:25]=[C:24]4[C:19]([CH:20]([C:26]([O:28][CH2:29][CH3:30])=[O:27])[CH2:21][CH2:22][O:23]4)=[CH:18][C:17]=3[Cl:31])=[CH:13][CH:12]=2)=[O:10])=[CH:4][CH:3]=1.[Cl:36][C:37]1[CH:42]=[CH:41][CH:40]=[CH:39][C:38]=1B(O)O.[F-].[Cs+]. The catalyst is COCCOC.CO.O.C1C=CC([P]([Pd]([P](C2C=CC=CC=2)(C2C=CC=CC=2)C2C=CC=CC=2)([P](C2C=CC=CC=2)(C2C=CC=CC=2)C2C=CC=CC=2)[P](C2C=CC=CC=2)(C2C=CC=CC=2)C2C=CC=CC=2)(C2C=CC=CC=2)C2C=CC=CC=2)=CC=1. The product is [Cl:31][C:17]1[CH:18]=[C:19]2[C:24](=[CH:25][C:16]=1[O:15][C:14]1[CH:32]=[CH:33][C:11]([C:9](=[O:10])[NH:8][CH2:7][CH2:6][C:5]3[CH:34]=[CH:35][C:2]([C:38]4[CH:39]=[CH:40][CH:41]=[CH:42][C:37]=4[Cl:36])=[CH:3][CH:4]=3)=[CH:12][CH:13]=1)[O:23][CH2:22][CH2:21][CH:20]2[C:26]([O:28][CH2:29][CH3:30])=[O:27]. The yield is 0.590. (2) The reactants are [CH3:1][S:2](Cl)(=[O:4])=[O:3].[CH3:6][N:7]([CH3:15])[C:8]1[CH:13]=[CH:12][CH:11]=[C:10]([NH2:14])[CH:9]=1.[OH-].[Na+]. The catalyst is O. The product is [CH3:6][N:7]([CH3:15])[C:8]1[CH:9]=[C:10]([NH:14][S:2]([CH3:1])(=[O:4])=[O:3])[CH:11]=[CH:12][CH:13]=1. The yield is 0.790. (3) The reactants are N[C:2]1[CH:11]=[CH:10][C:5]([C:6]([O:8][CH3:9])=[O:7])=[CH:4][C:3]=1[Cl:12].[ClH:13].N([O-])=O.[Na+].[S:18](=[O:20])=[O:19]. The catalyst is O.CC(O)=O.[Cu]Cl. The product is [Cl:12][C:3]1[CH:4]=[C:5]([CH:10]=[CH:11][C:2]=1[S:18]([Cl:13])(=[O:20])=[O:19])[C:6]([O:8][CH3:9])=[O:7]. The yield is 0.500. (4) The product is [CH2:51]([N:3]([CH2:1][CH3:2])[C@H:4]([C:45]1[CH:50]=[CH:49][CH:48]=[CH:47][CH:46]=1)[C:5]([N:7]1[CH2:11][CH2:10][CH2:9][C@H:8]1[C:12]([NH:14][C:15]1[CH:16]=[CH:17][C:18]([CH2:21][N:22]([C:38]2[CH:39]=[CH:40][C:41]([F:44])=[CH:42][CH:43]=2)[CH2:23][C:24]2[CH:29]=[CH:28][C:27]([NH:30][C:31]([C@@H:33]3[CH2:37][CH2:36][CH2:35][N:34]3[C:60](=[O:61])[C@@H:59]([C:53]3[CH:58]=[CH:57][CH:56]=[CH:55][CH:54]=3)[N:63]3[CH2:64][CH2:65][CH2:66][CH2:67]3)=[O:32])=[CH:26][CH:25]=2)=[CH:19][CH:20]=1)=[O:13])=[O:6])[CH3:52]. No catalyst specified. The yield is 0.370. The reactants are [CH2:1]([N:3]([CH2:51][CH3:52])[C@H:4]([C:45]1[CH:50]=[CH:49][CH:48]=[CH:47][CH:46]=1)[C:5]([N:7]1[CH2:11][CH2:10][CH2:9][C@H:8]1[C:12]([NH:14][C:15]1[CH:20]=[CH:19][C:18]([CH2:21][N:22]([C:38]2[CH:43]=[CH:42][C:41]([F:44])=[CH:40][CH:39]=2)[CH2:23][C:24]2[CH:29]=[CH:28][C:27]([NH:30][C:31]([C@@H:33]3[CH2:37][CH2:36][CH2:35][NH:34]3)=[O:32])=[CH:26][CH:25]=2)=[CH:17][CH:16]=1)=[O:13])=[O:6])[CH3:2].[C:53]1([C@@H:59]([N:63]2[CH2:67][CH2:66][CH2:65][CH2:64]2)[C:60](O)=[O:61])[CH:58]=[CH:57][CH:56]=[CH:55][CH:54]=1. (5) The reactants are [NH:1]1[C:9]2[C:4](=[CH:5][CH:6]=[C:7]([C:10]([O:12][CH3:13])=[O:11])[CH:8]=2)[CH:3]=[N:2]1.[OH-].[K+].[I:16]I.S(=O)(=O)(O)[O-].[Na+]. The catalyst is CN(C)C=O. The product is [I:16][C:3]1[C:4]2[C:9](=[CH:8][C:7]([C:10]([O:12][CH3:13])=[O:11])=[CH:6][CH:5]=2)[NH:1][N:2]=1. The yield is 0.780. (6) The reactants are C[O:2][C:3](=O)[CH2:4][C:5]([C:7]1[CH:16]=[CH:15][C:10]([C:11]([O:13][CH3:14])=[O:12])=[CH:9][CH:8]=1)=O.S(O)(O)(=O)=O.[CH3:23][NH:24][NH2:25].C(N(CC)CC)C. The catalyst is C(O)C. The product is [CH3:23][N:24]1[C:3](=[O:2])[CH2:4][C:5]([C:7]2[CH:16]=[CH:15][C:10]([C:11]([O:13][CH3:14])=[O:12])=[CH:9][CH:8]=2)=[N:25]1. The yield is 0.690.